From a dataset of Aqueous solubility values for 9,982 compounds from the AqSolDB database. Regression/Classification. Given a drug SMILES string, predict its absorption, distribution, metabolism, or excretion properties. Task type varies by dataset: regression for continuous measurements (e.g., permeability, clearance, half-life) or binary classification for categorical outcomes (e.g., BBB penetration, CYP inhibition). For this dataset (solubility_aqsoldb), we predict Y. (1) The molecule is CC(C)(C)OOC(C)(C)c1ccccc1. The Y is -4.29 log mol/L. (2) The Y is -1.42 log mol/L. The drug is c1ccc(-c2ccccn2)nc1.